From a dataset of Reaction yield outcomes from USPTO patents with 853,638 reactions. Predict the reaction yield, written as a fraction of the theoretical maximum amount of product (1.0 means a 100% yield; for example, 0.34 means a 34% yield). (1) The reactants are [F:1][C:2]([F:41])([F:40])[C:3]1[CH:4]=[C:5]([C@H:13]([N:15]([CH3:39])[C:16]([N:18]2[CH2:30][CH2:29][C@:21]3([NH:25][C@H:24]([C:26]([NH2:28])=[O:27])[CH2:23][CH2:22]3)[CH2:20][C@@H:19]2[C:31]2[CH:36]=[CH:35][C:34]([F:37])=[CH:33][C:32]=2[CH3:38])=[O:17])[CH3:14])[CH:6]=[C:7]([C:9]([F:12])([F:11])[F:10])[CH:8]=1.[ClH:42]. The catalyst is C(OCC)C. The product is [ClH:42].[F:41][C:2]([F:1])([F:40])[C:3]1[CH:4]=[C:5]([C@H:13]([N:15]([CH3:39])[C:16]([N:18]2[CH2:30][CH2:29][C@:21]3([NH:25][C@H:24]([C:26]([NH2:28])=[O:27])[CH2:23][CH2:22]3)[CH2:20][C@@H:19]2[C:31]2[CH:36]=[CH:35][C:34]([F:37])=[CH:33][C:32]=2[CH3:38])=[O:17])[CH3:14])[CH:6]=[C:7]([C:9]([F:10])([F:11])[F:12])[CH:8]=1. The yield is 1.00. (2) The yield is 0.820. The catalyst is CO. The reactants are [CH:1]1([C:4]2[CH:5]=[N:6][CH:7]=[CH:8][CH:9]=2)[CH2:3][CH2:2]1.[ClH:10]. The product is [ClH:10].[CH:1]1([CH:4]2[CH2:9][CH2:8][CH2:7][NH:6][CH2:5]2)[CH2:3][CH2:2]1. (3) The reactants are Br[C:2]1[N:7]=[C:6]([NH:8][CH3:9])[CH:5]=[CH:4][CH:3]=1.[CH2:10]([N:14]1[N:18]=[C:17]2[CH:19]=[CH:20][CH:21]=[CH:22][C:16]2=[N:15]1)[CH2:11][C:12]#[CH:13]. No catalyst specified. The product is [N:15]1[N:14]([CH2:10][CH2:11][C:12]#[C:13][C:2]2[N:7]=[C:6]([NH:8][CH3:9])[CH:5]=[CH:4][CH:3]=2)[N:18]=[C:17]2[CH:19]=[CH:20][CH:21]=[CH:22][C:16]=12. The yield is 0.140. (4) The reactants are [CH2:1]([N:5]([CH2:41][CH2:42][CH2:43][CH3:44])[C:6]1[N:11]=[C:10]([C:12]2[CH:24]=[CH:23][C:22]([C:25](=[O:40])[NH:26][S:27]([C:30]3[CH:39]=[CH:38][C:37]4[C:32](=[CH:33][CH:34]=[CH:35][CH:36]=4)[CH:31]=3)(=[O:29])=[O:28])=[CH:21][C:13]=2[C:14]([O:16]C(C)(C)C)=[O:15])[CH:9]=[CH:8][N:7]=1)[CH2:2][CH2:3][CH3:4].C(O)(C(F)(F)F)=O. The catalyst is C(Cl)Cl. The product is [CH2:1]([N:5]([CH2:41][CH2:42][CH2:43][CH3:44])[C:6]1[N:11]=[C:10]([C:12]2[CH:24]=[CH:23][C:22]([C:25](=[O:40])[NH:26][S:27]([C:30]3[CH:39]=[CH:38][C:37]4[C:32](=[CH:33][CH:34]=[CH:35][CH:36]=4)[CH:31]=3)(=[O:28])=[O:29])=[CH:21][C:13]=2[C:14]([OH:16])=[O:15])[CH:9]=[CH:8][N:7]=1)[CH2:2][CH2:3][CH3:4]. The yield is 0.950. (5) The reactants are [NH:1]1[CH:5]=[C:4]([C:6]2[C:7]([C:15]3[CH:20]=[CH:19][CH:18]=[CH:17][CH:16]=3)=[N:8][O:9][C:10]=2[C:11]([F:14])([F:13])[F:12])[N:3]=[CH:2]1.F[C:22]1[CH:29]=[CH:28][C:25]([C:26]#[N:27])=[CH:24][CH:23]=1. No catalyst specified. The product is [C:15]1([C:7]2[C:6]([C:4]3[N:3]=[CH:2][N:1]([C:22]4[CH:29]=[CH:28][C:25]([C:26]#[N:27])=[CH:24][CH:23]=4)[CH:5]=3)=[C:10]([C:11]([F:14])([F:12])[F:13])[O:9][N:8]=2)[CH:16]=[CH:17][CH:18]=[CH:19][CH:20]=1. The yield is 0.490. (6) The reactants are Br[CH2:2][C:3]1[C:7]([C:8]([O:10][CH3:11])=[O:9])=[CH:6][N:5]([CH3:12])[N:4]=1.C(=O)([O-])[O-].[K+].[K+].O1CCOCC1.[C:25]1(B(O)O)[CH:30]=[CH:29][CH:28]=[CH:27][CH:26]=1. The catalyst is O. The product is [CH2:2]([C:3]1[C:7]([C:8]([O:10][CH3:11])=[O:9])=[CH:6][N:5]([CH3:12])[N:4]=1)[C:25]1[CH:30]=[CH:29][CH:28]=[CH:27][CH:26]=1. The yield is 0.260. (7) The reactants are Cl[C:2]1[N:6]2[CH:7]=[C:8]([F:11])[CH:9]=[CH:10][C:5]2=[N:4][N:3]=1.[CH3:12][NH:13][CH2:14][CH2:15][N:16]1[CH2:21][CH2:20][O:19][CH2:18][CH2:17]1.N. The catalyst is CN1C(=O)CCC1.CO.C(Cl)Cl. The product is [F:11][C:8]1[CH:9]=[CH:10][C:5]2[N:6]([C:2]([N:13]([CH3:12])[CH2:14][CH2:15][N:16]3[CH2:21][CH2:20][O:19][CH2:18][CH2:17]3)=[N:3][N:4]=2)[CH:7]=1. The yield is 0.710.